Dataset: Forward reaction prediction with 1.9M reactions from USPTO patents (1976-2016). Task: Predict the product of the given reaction. (1) Given the reactants [NH2:1][CH2:2][CH2:3][N:4]([CH3:15])[CH2:5][CH2:6][NH:7][C:8](=[O:14])[O:9][C:10]([CH3:13])([CH3:12])[CH3:11].[Cl:16][C:17]1[CH:37]=[CH:36][C:20]([C:21]([C:23]2[CH:35]=[CH:34][C:26]([O:27][C:28]([CH3:33])([CH3:32])[C:29](O)=[O:30])=[CH:25][CH:24]=2)=[O:22])=[CH:19][CH:18]=1.CCN=C=NCCCN(C)C, predict the reaction product. The product is: [Cl:16][C:17]1[CH:37]=[CH:36][C:20]([C:21]([C:23]2[CH:35]=[CH:34][C:26]([O:27][C:28]([CH3:33])([CH3:32])[C:29]([NH:1][CH2:2][CH2:3][N:4]([CH3:15])[CH2:5][CH2:6][NH:7][C:8](=[O:14])[O:9][C:10]([CH3:11])([CH3:12])[CH3:13])=[O:30])=[CH:25][CH:24]=2)=[O:22])=[CH:19][CH:18]=1. (2) Given the reactants [CH2:1]([O:8][C:9]1[CH:14]=[CH:13][N:12]([C:15]2[CH:16]=[CH:17][C:18]3[C:19]4[CH2:28][NH:27][CH2:26][CH2:25][C:20]=4[N:21]([CH3:24])[C:22]=3[CH:23]=2)[C:11](=[O:29])[CH:10]=1)[C:2]1[CH:7]=[CH:6][CH:5]=[CH:4][CH:3]=1.O=[C:31]1[CH2:36][CH2:35][N:34]([C:37]([O:39][C:40]([CH3:43])([CH3:42])[CH3:41])=[O:38])[CH2:33][CH2:32]1, predict the reaction product. The product is: [CH2:1]([O:8][C:9]1[CH:14]=[CH:13][N:12]([C:15]2[CH:16]=[CH:17][C:18]3[C:19]4[CH2:28][N:27]([CH:31]5[CH2:36][CH2:35][N:34]([C:37]([O:39][C:40]([CH3:43])([CH3:42])[CH3:41])=[O:38])[CH2:33][CH2:32]5)[CH2:26][CH2:25][C:20]=4[N:21]([CH3:24])[C:22]=3[CH:23]=2)[C:11](=[O:29])[CH:10]=1)[C:2]1[CH:3]=[CH:4][CH:5]=[CH:6][CH:7]=1. (3) Given the reactants [C:1]([O:5][C:6]([NH:8][C@@H:9]([CH2:14][C:15]1[CH:20]=[CH:19][C:18]([N+:21]([O-])=O)=[CH:17][CH:16]=1)[C:10]([O:12][CH3:13])=[O:11])=[O:7])([CH3:4])([CH3:3])[CH3:2].[Cl-].[NH4+], predict the reaction product. The product is: [NH2:21][C:18]1[CH:17]=[CH:16][C:15]([CH2:14][C@H:9]([NH:8][C:6]([O:5][C:1]([CH3:4])([CH3:3])[CH3:2])=[O:7])[C:10]([O:12][CH3:13])=[O:11])=[CH:20][CH:19]=1. (4) Given the reactants [CH3:1][O:2][C:3]1[CH:8]=[CH:7][C:6]([C:9]2[O:13][C:12]([C:14]([N:16]3[CH2:19][CH:18]([O:20][C:21]4[CH:28]=[CH:27][C:24]([CH:25]=O)=[CH:23][CH:22]=4)[CH2:17]3)=[O:15])=[N:11][N:10]=2)=[CH:5][CH:4]=1.Cl.[CH3:30][C:31]1([CH2:36][OH:37])[CH2:35][CH2:34][NH:33][CH2:32]1.[Na].C([O-])(O)=O.[Na+], predict the reaction product. The product is: [OH:37][CH2:36][C:31]1([CH3:30])[CH2:35][CH2:34][N:33]([CH2:25][C:24]2[CH:23]=[CH:22][C:21]([O:20][CH:18]3[CH2:19][N:16]([C:14]([C:12]4[O:13][C:9]([C:6]5[CH:7]=[CH:8][C:3]([O:2][CH3:1])=[CH:4][CH:5]=5)=[N:10][N:11]=4)=[O:15])[CH2:17]3)=[CH:28][CH:27]=2)[CH2:32]1. (5) Given the reactants C[C@@H]1CNC[C@H]1C1NC(=O)C2C=NN(C3CCOCC3)C=2N=1.C([N:30]1[CH2:34][C@@H:33]([CH3:35])[C@H:32]([C:36]2[NH:37][C:38](=[O:52])[C:39]3[C:44]([CH3:45])=[N:43][N:42]([CH:46]4[CH2:51][CH2:50][O:49][CH2:48][CH2:47]4)[C:40]=3[N:41]=2)[CH2:31]1)C1C=CC=CC=1, predict the reaction product. The product is: [CH3:45][C:44]1[C:39]2[C:38](=[O:52])[NH:37][C:36]([C@H:32]3[C@H:33]([CH3:35])[CH2:34][NH:30][CH2:31]3)=[N:41][C:40]=2[N:42]([CH:46]2[CH2:51][CH2:50][O:49][CH2:48][CH2:47]2)[N:43]=1. (6) Given the reactants [CH3:1][O:2][C:3]1[CH:4]=[CH:5][C:6]([CH2:11][C@@H:12]2[C@@H:17]([CH2:18][C:19]3[CH:20]=[CH:21][C:22]([OH:27])=[C:23]([O:25][CH3:26])[CH:24]=3)[C:15](=[O:16])[O:14][CH2:13]2)=[CH:7][C:8]=1[O:9][CH3:10].[C:28]([OH:44])(=[O:43])[CH2:29][CH2:30][CH2:31][CH2:32][CH2:33][CH2:34][CH2:35][CH2:36][CH2:37][CH2:38][CH2:39][CH2:40][CH2:41][CH3:42].O, predict the reaction product. The product is: [CH3:1][O:2][C:3]1[CH:4]=[CH:5][C:6]([CH2:11][C@@H:12]2[C@@H:17]([CH2:18][C:19]3[CH:20]=[CH:21][C:22]([OH:27])=[C:23]([O:25][CH3:26])[CH:24]=3)[C:15](=[O:16])[O:14][CH2:13]2)=[CH:7][C:8]=1[O:9][CH3:10].[C:28]([O-:44])(=[O:43])[CH2:29][CH2:30][CH2:31][CH2:32][CH2:33][CH2:34][CH2:35][CH2:36][CH2:37][CH2:38][CH2:39][CH2:40][CH2:41][CH3:42]. (7) Given the reactants [C:1]([O:13]C)(=[O:12])[C:2]1[C:3](=[CH:8][CH:9]=[CH:10][CH:11]=1)[C:4]([O:6][CH3:7])=[O:5].[OH-].[Na+], predict the reaction product. The product is: [CH3:7][O:6][C:4](=[O:5])[C:3]1[C:2](=[CH:11][CH:10]=[CH:9][CH:8]=1)[C:1]([OH:13])=[O:12]. (8) Given the reactants [OH:1][CH:2]1[CH2:6][CH2:5][N:4]([C:7]([O:9][C:10]([CH3:13])([CH3:12])[CH3:11])=[O:8])[CH2:3]1.N1C=CC=CC=1.[CH3:20][S:21](Cl)(=[O:23])=[O:22], predict the reaction product. The product is: [C:10]([O:9][C:7]([N:4]1[CH2:5][CH2:6][CH:2]([O:1][S:21]([CH3:20])(=[O:23])=[O:22])[CH2:3]1)=[O:8])([CH3:13])([CH3:12])[CH3:11]. (9) Given the reactants [C:1]([C:3]1[CH:8]=[CH:7][C:6]([C:9]2[O:13][N:12]=[C:11]([C:14]([OH:16])=O)[CH:10]=2)=[C:5]([F:17])[CH:4]=1)#[N:2].[C:18]([C:22]1[N:26]=[C:25]([N:27]2[CH2:32][CH2:31][CH:30]([NH:33][CH:34]3[CH2:36][CH2:35]3)[CH2:29][CH2:28]2)[O:24][N:23]=1)([CH3:21])([CH3:20])[CH3:19], predict the reaction product. The product is: [C:18]([C:22]1[N:26]=[C:25]([N:27]2[CH2:28][CH2:29][CH:30]([N:33]([CH:34]3[CH2:36][CH2:35]3)[C:14]([C:11]3[CH:10]=[C:9]([C:6]4[CH:7]=[CH:8][C:3]([C:1]#[N:2])=[CH:4][C:5]=4[F:17])[O:13][N:12]=3)=[O:16])[CH2:31][CH2:32]2)[O:24][N:23]=1)([CH3:21])([CH3:19])[CH3:20].